From a dataset of hERG potassium channel inhibition data for cardiac toxicity prediction from Karim et al.. Regression/Classification. Given a drug SMILES string, predict its toxicity properties. Task type varies by dataset: regression for continuous values (e.g., LD50, hERG inhibition percentage) or binary classification for toxic/non-toxic outcomes (e.g., AMES mutagenicity, cardiotoxicity, hepatotoxicity). Dataset: herg_karim. (1) The drug is CN(C(=O)Cc1ccc(-n2cnnn2)cc1)C1CCN(Cc2ccc(C(F)(F)F)nc2)CC1. The result is 0 (non-blocker). (2) The result is 1 (blocker). The compound is N#C[C@@H]1CCCN1C(=O)[C@@H]1CN(Cc2ccc(-n3cncn3)cc2)C[C@@H]1N. (3) The molecule is O=C1COc2ccc(CNC34CCC(CCc5ccnc6cc(Cl)cnc56)(CC3)OC4)nc2N1. The result is 1 (blocker). (4) The result is 1 (blocker). The drug is Cc1nc2ccncc2n1C1C[C@H]2CC[C@H](C1)N2CC[C@H](NC(=O)c1ccc(S(C)(=O)=O)cc1)c1ccc(F)cc1.